From a dataset of Reaction yield outcomes from USPTO patents with 853,638 reactions. Predict the reaction yield, written as a fraction of the theoretical maximum amount of product (1.0 means a 100% yield; for example, 0.34 means a 34% yield). The reactants are [CH3:1][NH:2][C:3]1[C:8]([CH:9]=O)=[CH:7][N:6]=[C:5]([S:11][CH3:12])[N:4]=1.[N+:13]([C:16]1[CH:17]=[C:18]([CH2:22][C:23]#[N:24])[CH:19]=[CH:20][CH:21]=1)([O-:15])=[O:14].C([O-])([O-])=O.[K+].[K+]. The catalyst is CN(C=O)C. The product is [CH3:1][N:2]1[C:3]2[N:4]=[C:5]([S:11][CH3:12])[N:6]=[CH:7][C:8]=2[CH:9]=[C:22]([C:18]2[CH:19]=[CH:20][CH:21]=[C:16]([N+:13]([O-:15])=[O:14])[CH:17]=2)[C:23]1=[NH:24]. The yield is 0.500.